Task: Predict the product of the given reaction.. Dataset: Forward reaction prediction with 1.9M reactions from USPTO patents (1976-2016) Given the reactants [CH3:1][C@@:2]1([CH2:20][O:21][S:22]([C:25]2[CH:30]=[CH:29][C:28]([CH3:31])=[CH:27][CH:26]=2)(=[O:24])=[O:23])[O:7][C:6]2[C:8](OS(C(F)(F)F)(=O)=O)=[CH:9][CH:10]=[CH:11][C:5]=2[O:4][CH2:3]1.[CH3:32][O:33][C:34]1[CH:39]=[CH:38][CH:37]=[CH:36][C:35]=1B(O)O, predict the reaction product. The product is: [CH3:32][O:33][C:34]1[CH:39]=[CH:38][CH:37]=[CH:36][C:35]=1[C:8]1[C:6]2[O:7][C@:2]([CH2:20][O:21][S:22]([C:25]3[CH:26]=[CH:27][C:28]([CH3:31])=[CH:29][CH:30]=3)(=[O:24])=[O:23])([CH3:1])[CH2:3][O:4][C:5]=2[CH:11]=[CH:10][CH:9]=1.